Dataset: Forward reaction prediction with 1.9M reactions from USPTO patents (1976-2016). Task: Predict the product of the given reaction. (1) Given the reactants [O:1]=[S:2]1(=[O:19])[CH2:6][CH2:5][CH2:4][N:3]1[C:7]1([C:10]2[CH:18]=[CH:17][C:13]([C:14]([OH:16])=O)=[CH:12][CH:11]=2)[CH2:9][CH2:8]1.[CH3:20][C:21]1[CH:26]=[C:25]([CH3:27])[CH:24]=[CH:23][C:22]=1[N:28]1[CH2:33][CH2:32][NH:31][CH2:30][CH2:29]1, predict the reaction product. The product is: [CH3:20][C:21]1[CH:26]=[C:25]([CH3:27])[CH:24]=[CH:23][C:22]=1[N:28]1[CH2:29][CH2:30][N:31]([C:14]([C:13]2[CH:17]=[CH:18][C:10]([C:7]3([N:3]4[CH2:4][CH2:5][CH2:6][S:2]4(=[O:1])=[O:19])[CH2:8][CH2:9]3)=[CH:11][CH:12]=2)=[O:16])[CH2:32][CH2:33]1. (2) Given the reactants [F:1][C:2]([F:25])([F:24])[S:3]([O:6][C:7]1[CH:8]=[CH:9][C:10]2[CH2:11][C@H:12]3[NH:23][CH2:22][CH2:21][C@@:18]4([C:19]=2[CH:20]=1)[C@H:13]3[CH2:14][CH2:15][CH2:16][CH2:17]4)(=[O:5])=[O:4].[CH2:26](Br)[C:27]1[CH:32]=[CH:31][CH:30]=[CH:29][CH:28]=1, predict the reaction product. The product is: [CH2:26]([N:23]1[CH2:22][CH2:21][C@@:18]23[C:19]4[CH:20]=[C:7]([O:6][S:3]([C:2]([F:1])([F:24])[F:25])(=[O:5])=[O:4])[CH:8]=[CH:9][C:10]=4[CH2:11][C@@H:12]1[C@@H:13]2[CH2:14][CH2:15][CH2:16][CH2:17]3)[C:27]1[CH:32]=[CH:31][CH:30]=[CH:29][CH:28]=1. (3) Given the reactants [Br:1][C:2]1[CH:3]=[C:4]2[C:8](=[CH:9][CH:10]=1)[N:7](C1CCCCO1)[N:6]=[C:5]2[C:17]1[N:22]=[C:21]([O:23][C@H:24]2[CH2:31][N:30](C(OC(C)(C)C)=O)[CH2:29][CH2:28][C:25]32[CH2:27][CH2:26]3)[CH:20]=[N:19][CH:18]=1.[ClH:39], predict the reaction product. The product is: [ClH:39].[ClH:39].[CH2:27]1[C:25]2([CH2:28][CH2:29][NH:30][CH2:31][C@@H:24]2[O:23][C:21]2[N:22]=[C:17]([C:5]3[C:4]4[C:8](=[CH:9][CH:10]=[C:2]([Br:1])[CH:3]=4)[NH:7][N:6]=3)[CH:18]=[N:19][CH:20]=2)[CH2:26]1. (4) Given the reactants [N+:1]([C:4]1[CH:9]=[C:8]([N+:10]([O-:12])=[O:11])[CH:7]=[CH:6][C:5]=1F)([O-:3])=[O:2].[CH2:14]([CH2:16][NH2:17])[OH:15].C([O-])([O-])=O.[K+].[K+], predict the reaction product. The product is: [N+:1]([C:4]1[CH:9]=[C:8]([N+:10]([O-:12])=[O:11])[CH:7]=[CH:6][C:5]=1[NH:17][CH2:16][CH2:14][OH:15])([O-:3])=[O:2].